Dataset: Catalyst prediction with 721,799 reactions and 888 catalyst types from USPTO. Task: Predict which catalyst facilitates the given reaction. (1) Reactant: [C:1]([O:5][C:6]([N:8]1[CH2:12][CH2:11][CH2:10][CH:9]1[C:13]1[CH:14]=[C:15]([CH:19]=[CH:20][CH:21]=1)[C:16](O)=[O:17])=[O:7])([CH3:4])([CH3:3])[CH3:2].[NH2:22][CH2:23][CH:24]([OH:36])[CH2:25][N:26]1[CH2:35][CH2:34][C:33]2[C:28](=[CH:29][CH:30]=[CH:31][CH:32]=2)[CH2:27]1.C1N(P(Cl)(N2C(=O)OCC2)=O)C(=O)OC1.CCN(C(C)C)C(C)C. Product: [CH2:27]1[C:28]2[C:33](=[CH:32][CH:31]=[CH:30][CH:29]=2)[CH2:34][CH2:35][N:26]1[CH2:25][CH:24]([OH:36])[CH2:23][NH:22][C:16]([C:15]1[CH:14]=[C:13]([CH:9]2[CH2:10][CH2:11][CH2:12][N:8]2[C:6]([O:5][C:1]([CH3:4])([CH3:3])[CH3:2])=[O:7])[CH:21]=[CH:20][CH:19]=1)=[O:17]. The catalyst class is: 34. (2) Reactant: [NH2:1][C:2]1[CH:24]=[C:23]([Br:25])[CH:22]=[CH:21][C:3]=1[C:4]([N:6]1[CH2:11][CH2:10][CH:9]([N:12]([CH3:20])[C:13](=[O:19])[O:14][C:15]([CH3:18])([CH3:17])[CH3:16])[CH2:8][CH2:7]1)=[O:5].C(N(CC)CC)C.[C:33](Cl)(=[O:35])[CH3:34].O. Product: [C:33]([NH:1][C:2]1[CH:24]=[C:23]([Br:25])[CH:22]=[CH:21][C:3]=1[C:4]([N:6]1[CH2:7][CH2:8][CH:9]([N:12]([CH3:20])[C:13](=[O:19])[O:14][C:15]([CH3:17])([CH3:18])[CH3:16])[CH2:10][CH2:11]1)=[O:5])(=[O:35])[CH3:34]. The catalyst class is: 2. (3) Reactant: [CH2:1]([O:3][C:4](=[O:17])[CH2:5][NH:6][CH2:7][CH2:8][NH:9][C:10]([O:12][C:13]([CH3:16])([CH3:15])[CH3:14])=[O:11])[CH3:2].[N:18]1([CH2:27][CH2:28][C:29](O)=[O:30])[CH:26]=[C:24]([CH3:25])[C:22](=[O:23])[NH:21][C:19]1=[O:20].C(Cl)Cl.C1CCC(N=C=NC2CCCCC2)CC1. Product: [CH2:1]([O:3][C:4](=[O:17])[CH2:5][N:6]([CH2:7][CH2:8][NH:9][C:10]([O:12][C:13]([CH3:16])([CH3:15])[CH3:14])=[O:11])[C:29](=[O:30])[CH2:28][CH2:27][N:18]1[CH:26]=[C:24]([CH3:25])[C:22](=[O:23])[NH:21][C:19]1=[O:20])[CH3:2]. The catalyst class is: 3. (4) Reactant: [C:1]([O:5][C:6]([N:8]([CH3:41])[CH:9]([C:32]([CH3:40])([C:34]1[CH:39]=[CH:38][CH:37]=[CH:36][CH:35]=1)[CH3:33])[C:10]([NH:12][CH:13]([C:28]([CH3:31])([CH3:30])[CH3:29])[C:14]([N:16]([CH3:27])[C@@H:17]([CH2:24][CH:25]=[CH2:26])/[CH:18]=[C:19](\[CH3:23])/[C:20]([OH:22])=[O:21])=[O:15])=[O:11])=[O:7])([CH3:4])([CH3:3])[CH3:2].O.[OH-].[Li+]. Product: [C:1]([O:5][C:6]([N:8]([CH3:41])[C@H:9]([C:10]([NH:12][C@H:13]([C:14]([N:16]([CH:17]([CH2:24][CH:25]=[CH2:26])/[CH:18]=[C:19](/[C:20]([OH:22])=[O:21])\[CH3:23])[CH3:27])=[O:15])[C:28]([CH3:31])([CH3:29])[CH3:30])=[O:11])[C:32]([CH3:33])([CH3:40])[C:34]1[CH:35]=[CH:36][CH:37]=[CH:38][CH:39]=1)=[O:7])([CH3:2])([CH3:3])[CH3:4]. The catalyst class is: 5. (5) Reactant: F[C:2]1[CH:7]=[CH:6][CH:5]=[CH:4][N:3]=1.[C:8](#[N:12])[CH:9]([CH3:11])[CH3:10].C[Si](C)(C)[N-][Si](C)(C)C.[K+].O. Product: [CH3:10][C:9]([C:2]1[CH:7]=[CH:6][CH:5]=[CH:4][N:3]=1)([CH3:11])[C:8]#[N:12]. The catalyst class is: 11. (6) Reactant: [CH3:1][C:2]1[CH:3]=[CH:4][C:5]([S:9][C:10]2[CH:11]=[CH:12][CH:13]=[CH:14][C:15]=2[N:16]2[CH2:21][CH2:20][NH:19][CH2:18][CH2:17]2)=[C:6]([CH3:8])[CH:7]=1.[O:22]=[C:23]([CH2:27][CH2:28][C:29]([OH:31])=[O:30])[C:24]([OH:26])=[O:25]. Product: [CH3:1][C:2]1[CH:3]=[CH:4][C:5]([S:9][C:10]2[CH:11]=[CH:12][CH:13]=[CH:14][C:15]=2[N:16]2[CH2:17][CH2:18][NH:19][CH2:20][CH2:21]2)=[C:6]([CH3:8])[CH:7]=1.[O:22]=[C:23]([CH2:27][CH2:28][C:29]([O-:31])=[O:30])[C:24]([O-:26])=[O:25]. The catalyst class is: 13. (7) Reactant: [CH2:1]([N:3]=[C:4]=[O:5])[CH3:2].[Cl:6][C:7]1[CH:38]=[C:37]([Cl:39])[CH:36]=[CH:35][C:8]=1[CH2:9][NH:10][C:11]1[C:20]2[C:15](=[CH:16][CH:17]=[C:18]([NH2:21])[CH:19]=2)[N:14]=[C:13]([N:22]2[CH2:27][CH2:26][CH:25]([CH2:28][CH2:29][N:30]3[CH2:34][CH2:33][CH2:32][CH2:31]3)[CH2:24][CH2:23]2)[N:12]=1. Product: [Cl:6][C:7]1[CH:38]=[C:37]([Cl:39])[CH:36]=[CH:35][C:8]=1[CH2:9][NH:10][C:11]1[C:20]2[C:15](=[CH:16][CH:17]=[C:18]([NH:21][C:4]([NH:3][CH2:1][CH3:2])=[O:5])[CH:19]=2)[N:14]=[C:13]([N:22]2[CH2:23][CH2:24][CH:25]([CH2:28][CH2:29][N:30]3[CH2:31][CH2:32][CH2:33][CH2:34]3)[CH2:26][CH2:27]2)[N:12]=1. The catalyst class is: 1. (8) Reactant: O=[C:2]1[CH:7]2[CH2:8][CH:9]([C:11]([O:13][CH3:14])=[O:12])[CH2:10][CH:3]1[CH2:4][N:5]([C:15]([O:17][C:18]([CH3:21])([CH3:20])[CH3:19])=[O:16])[CH2:6]2.C([BH3-])#N.[Na+]. Product: [CH:3]12[CH2:2][CH:7]([CH2:8][CH:9]([C:11]([O:13][CH3:14])=[O:12])[CH2:10]1)[CH2:6][N:5]([C:15]([O:17][C:18]([CH3:21])([CH3:20])[CH3:19])=[O:16])[CH2:4]2. The catalyst class is: 1.